This data is from CYP2D6 inhibition data for predicting drug metabolism from PubChem BioAssay. The task is: Regression/Classification. Given a drug SMILES string, predict its absorption, distribution, metabolism, or excretion properties. Task type varies by dataset: regression for continuous measurements (e.g., permeability, clearance, half-life) or binary classification for categorical outcomes (e.g., BBB penetration, CYP inhibition). Dataset: cyp2d6_veith. (1) The drug is Nc1ccccc1C#CCCCCO. The result is 0 (non-inhibitor). (2) The drug is Cc1ccc2nc(-c3ccc(NC(=O)Cc4cccs4)cc3)[nH]c2c1. The result is 0 (non-inhibitor). (3) The drug is CCn1c(SCC(=O)OC)nnc1C1CCCCC1. The result is 0 (non-inhibitor). (4) The drug is CC(CO)(CO)Nc1ncnc2ccccc12. The result is 0 (non-inhibitor).